From a dataset of Catalyst prediction with 721,799 reactions and 888 catalyst types from USPTO. Predict which catalyst facilitates the given reaction. (1) Reactant: [F:1][C:2]1[CH:7]=[C:6]([N+:8]([O-])=O)[CH:5]=[CH:4][C:3]=1[N:11]1[CH:15]=[CH:14][CH:13]=[N:12]1. Product: [F:1][C:2]1[CH:7]=[C:6]([NH2:8])[CH:5]=[CH:4][C:3]=1[N:11]1[CH:15]=[CH:14][CH:13]=[N:12]1. The catalyst class is: 19. (2) Reactant: [CH3:1][C:2]1[S:6][C:5]([NH:7][C:8](=[O:33])[CH2:9][CH2:10][C@H:11]2[C@H:16]3[C@H:17]4[C@H:26]([CH2:27][CH2:28][C@:14]3([CH3:15])[C:13](=[O:32])[CH2:12]2)[C:25]2[C:20](=[CH:21]C(C(O)=O)=[CH:23][CH:24]=2)[CH2:19][CH2:18]4)=[N:4][CH:3]=1.C(NC)C[CH2:36][CH3:37].[CH3:40][N:41]1[CH2:46][CH2:45]O[CH2:43][CH2:42]1.C1C=CC2N([OH:56])N=NC=2C=1.CCN=C=NCCCN(C)C.Cl. Product: [CH2:46]([N:41]([CH3:40])[C:42]([C:43]1[CH:21]=[C:20]2[C:25](=[CH:24][CH:23]=1)[C@@H:26]1[C@H:17]([C@H:16]3[C@@:14]([CH2:28][CH2:27]1)([CH3:15])[C:13](=[O:32])[CH2:12][C@H:11]3[CH2:10][CH2:9][C:8]([NH:7][C:5]1[S:6][C:2]([CH3:1])=[CH:3][N:4]=1)=[O:33])[CH2:18][CH2:19]2)=[O:56])[CH2:45][CH2:36][CH3:37]. The catalyst class is: 2. (3) Reactant: OC1C(=O)NN=C(CCC2C=CC=CC=2)C=1.C([O:24][C:25]1[N:26]=[N:27][C:28]([C:39]#[C:40][C:41]2[CH:46]=[CH:45][C:44]([C:47]([F:50])([F:49])[F:48])=[CH:43][C:42]=2[F:51])=[CH:29][C:30]=1[O:31]CC1C=CC=CC=1)C1C=CC=CC=1. Product: [F:51][C:42]1[CH:43]=[C:44]([C:47]([F:49])([F:50])[F:48])[CH:45]=[CH:46][C:41]=1[CH2:40][CH2:39][C:28]1[CH:29]=[C:30]([OH:31])[C:25](=[O:24])[NH:26][N:27]=1. The catalyst class is: 1.